This data is from Reaction yield outcomes from USPTO patents with 853,638 reactions. The task is: Predict the reaction yield, written as a fraction of the theoretical maximum amount of product (1.0 means a 100% yield; for example, 0.34 means a 34% yield). (1) The yield is 0.700. The catalyst is C(Cl)Cl. The product is [Cl:4][C:5]1[CH:10]=[CH:9][CH:8]=[CH:7][C:6]=1[C:11]1([C:22]([O:24][CH3:25])=[O:23])[CH2:13][CH:12]1[CH:14]=[O:1]. The reactants are [O:1]=[O+][O-].[Cl:4][C:5]1[CH:10]=[CH:9][CH:8]=[CH:7][C:6]=1[C:11]1([C:22]([O:24][CH3:25])=[O:23])[CH2:13][CH:12]1/[CH:14]=C/C1C=CC=CC=1.C1C=CC(P(C2C=CC=CC=2)C2C=CC=CC=2)=CC=1. (2) The reactants are ClC1C(C(C2[CH:11]=[N:12][N:13](C)C=2C2C=CC(C)=CC=2)=O)=C(Cl)N=CN=1.C(N(CC)C(C)C)(C)C.N1CC[C@H](N2CCCCC2)C1.Cl[C:45]1[C:50]([C:51]([C:53]2[CH:54]=[N:55][N:56]([CH3:65])[C:57]=2[C:58]2[CH:63]=[CH:62][C:61]([CH3:64])=[CH:60][CH:59]=2)=O)=[C:49]([N:66]2[CH2:70][CH2:69][C@H:68]([N:71]3[CH2:76][CH2:75][CH2:74][CH2:73][CH2:72]3)[CH2:67]2)[N:48]=[CH:47][N:46]=1.CNN. The catalyst is C(#N)C. The product is [CH3:11][N:12]1[C:45]2=[N:46][CH:47]=[N:48][C:49]([N:66]3[CH2:70][CH2:69][C@H:68]([N:71]4[CH2:72][CH2:73][CH2:74][CH2:75][CH2:76]4)[CH2:67]3)=[C:50]2[C:51]([C:53]2[CH:54]=[N:55][N:56]([CH3:65])[C:57]=2[C:58]2[CH:59]=[CH:60][C:61]([CH3:64])=[CH:62][CH:63]=2)=[N:13]1. The yield is 0.900. (3) The reactants are [F:1][C:2]1[CH:3]=[C:4]([C:9]2[N:14]=[CH:13][CH:12]=[CH:11][N:10]=2)[CH:5]=[C:6]([F:8])[CH:7]=1.[N+:15]([O-])([OH:17])=[O:16]. The catalyst is OS(O)(=O)=O.O. The product is [F:1][C:2]1[C:3]([N+:15]([O-:17])=[O:16])=[C:4]([C:9]2[N:10]=[CH:11][CH:12]=[CH:13][N:14]=2)[CH:5]=[C:6]([F:8])[CH:7]=1. The yield is 1.00. (4) The reactants are [CH2:1]([C:3]1[CH:4]=[C:5]([C:12]2([C:18]3[CH:23]=[CH:22][CH:21]=[CH:20][CH:19]=3)[O:17][CH2:16][CH2:15][CH2:14][O:13]2)[CH:6]=[CH:7][C:8]=1[N+:9]([O-:11])=[O:10])[CH3:2].[CH2:24]=[O:25]. The catalyst is CS(C)=O.C(Cl)Cl. The product is [OH:25][CH2:24][CH:1]([C:3]1[CH:4]=[C:5]([C:12]2([C:18]3[CH:23]=[CH:22][CH:21]=[CH:20][CH:19]=3)[O:17][CH2:16][CH2:15][CH2:14][O:13]2)[CH:6]=[CH:7][C:8]=1[N+:9]([O-:11])=[O:10])[CH3:2]. The yield is 1.10. (5) The reactants are [OH-].[Na+].[CH3:3][N:4]([CH2:11][C:12]1[CH:21]=[CH:20][C:15]([C:16]([O:18]C)=[O:17])=[CH:14][CH:13]=1)[C:5]1[CH:10]=[CH:9][CH:8]=[CH:7][CH:6]=1. The catalyst is CO. The product is [CH3:3][N:4]([CH2:11][C:12]1[CH:13]=[CH:14][C:15]([C:16]([OH:18])=[O:17])=[CH:20][CH:21]=1)[C:5]1[CH:6]=[CH:7][CH:8]=[CH:9][CH:10]=1. The yield is 0.790.